From a dataset of Forward reaction prediction with 1.9M reactions from USPTO patents (1976-2016). Predict the product of the given reaction. (1) The product is: [CH3:47][O:46][C:44]([C:41]1[CH:40]=[CH:39][C:38]([CH2:37][CH:24](/[CH:23]=[CH:22]/[C:17]2[CH:18]=[CH:19][CH:20]=[CH:21][C:16]=2[O:15][CH2:14][CH2:13][CH2:12][CH2:11][CH2:10][N:3]2[CH2:4][CH2:5][O:1][C:2]2=[O:6])[CH2:25][CH2:26][C:27]2[CH:36]=[CH:35][C:30]([C:31]([O:33][CH3:34])=[O:32])=[CH:29][CH:28]=2)=[CH:43][CH:42]=1)=[O:45]. Given the reactants [O:1]1[CH2:5][CH2:4][NH:3][C:2]1=[O:6].[H-].[Na+].Cl[CH2:10][CH2:11][CH2:12][CH2:13][CH2:14][O:15][C:16]1[CH:21]=[CH:20][CH:19]=[CH:18][C:17]=1/[CH:22]=[CH:23]/[CH:24]([CH2:37][C:38]1[CH:43]=[CH:42][C:41]([C:44]([O:46][CH3:47])=[O:45])=[CH:40][CH:39]=1)[CH2:25][CH2:26][C:27]1[CH:36]=[CH:35][C:30]([C:31]([O:33][CH3:34])=[O:32])=[CH:29][CH:28]=1.[Cl-].[NH4+], predict the reaction product. (2) The product is: [Cl:1][C:2]1[S:6][C:5]([N:7]2[C:8]([CH3:12])([CH3:11])[CH2:9][O:10][C:29]2=[O:31])=[N:4][C:3]=1[C:13]1[CH:14]=[CH:15][C:16]([C:17]#[N:18])=[CH:19][CH:20]=1. Given the reactants [Cl:1][C:2]1[S:6][C:5]([NH:7][C:8]([CH3:12])([CH3:11])[CH2:9][OH:10])=[N:4][C:3]=1[C:13]1[CH:20]=[CH:19][C:16]([C:17]#[N:18])=[CH:15][CH:14]=1.C(N(CC)CC)C.Cl[C:29](Cl)([O:31]C(=O)OC(Cl)(Cl)Cl)Cl, predict the reaction product. (3) Given the reactants [Cl:1][C:2]1[CH:3]=[C:4]([C:19](O)=[O:20])[C:5](=[O:18])[NH:6][C:7]=1[C:8]([F:17])([F:16])[C:9]([F:15])([F:14])[C:10]([F:13])([F:12])[F:11].C1N=CN(C(N2C=NC=C2)=O)C=1.[CH2:34]([NH:36][CH2:37][CH3:38])[CH3:35], predict the reaction product. The product is: [Cl:1][C:2]1[CH:3]=[C:4]([C:19]([N:36]([CH2:37][CH3:38])[CH2:34][CH3:35])=[O:20])[C:5](=[O:18])[NH:6][C:7]=1[C:8]([F:16])([F:17])[C:9]([F:15])([F:14])[C:10]([F:13])([F:12])[F:11]. (4) Given the reactants [C:1]([O:5][C:6](=[O:14])[CH2:7][O:8][CH2:9]/[CH:10]=[CH:11]\[CH2:12]O)([CH3:4])([CH3:3])[CH3:2].N1C(C)=CC(C)=CC=1C.[Cl-].[Li+].CS([Cl:30])(=O)=O, predict the reaction product. The product is: [C:1]([O:5][C:6](=[O:14])[CH2:7][O:8][CH2:9]/[CH:10]=[CH:11]\[CH2:12][Cl:30])([CH3:4])([CH3:3])[CH3:2]. (5) Given the reactants [CH2:1]([NH:4][CH2:5][CH2:6][CH3:7])[CH2:2][CH3:3].[NH2:8][C:9]1[CH2:10][C:11]([C:35](OCC)=[O:36])=[CH:12][C:13]2[CH:19]=[C:18]([O:20][CH3:21])[C:17]([C:22]3[CH:27]=[CH:26][C:25]([C:28]([N:30]4[CH2:34][CH2:33][CH2:32][CH2:31]4)=[O:29])=[CH:24][CH:23]=3)=[CH:16][C:14]=2[N:15]=1.NC1CC(C(OCC)=O)=CC2C=C([O:52]C)C=CC=2N=1, predict the reaction product. The product is: [NH2:8][C:9]1[CH2:10][C:11]([C:35]([N:4]([CH2:5][CH2:6][CH2:7][OH:52])[CH2:1][CH2:2][CH3:3])=[O:36])=[CH:12][C:13]2[CH:19]=[C:18]([O:20][CH3:21])[C:17]([C:22]3[CH:27]=[CH:26][C:25]([C:28]([N:30]4[CH2:31][CH2:32][CH2:33][CH2:34]4)=[O:29])=[CH:24][CH:23]=3)=[CH:16][C:14]=2[N:15]=1. (6) Given the reactants [CH3:1][O:2][C:3]1[CH:8]=[CH:7][C:6]([NH:9][C:10]([C:12]2[CH:17]=[CH:16][C:15]([Cl:18])=[CH:14][C:13]=2[Cl:19])=[NH:11])=[CH:5][CH:4]=1.Br[CH:21]([CH3:29])[C:22](=O)[C:23]([O:25][CH2:26][CH3:27])=[O:24].C([O-])(O)=O.[Na+], predict the reaction product. The product is: [Cl:19][C:13]1[CH:14]=[C:15]([Cl:18])[CH:16]=[CH:17][C:12]=1[C:10]1[N:9]([C:6]2[CH:5]=[CH:4][C:3]([O:2][CH3:1])=[CH:8][CH:7]=2)[C:21]([CH3:29])=[C:22]([C:23]([O:25][CH2:26][CH3:27])=[O:24])[N:11]=1. (7) Given the reactants [Cl:1][C:2]1[CH:3]=[CH:4][C:5]([F:25])=[C:6]([CH:24]=1)[O:7][CH2:8][CH2:9][CH2:10][CH2:11][CH:12]([N:19]1[CH:23]=[N:22][CH:21]=[N:20]1)[C:13](=[O:18])[C:14]([CH3:17])([CH3:16])[CH3:15].[BH4-].C([N+](CCCC)(CCCC)CCCC)CCC.[NH4+].[Cl-], predict the reaction product. The product is: [Cl:1][C:2]1[CH:3]=[CH:4][C:5]([F:25])=[C:6]([CH:24]=1)[O:7][CH2:8][CH2:9][CH2:10][CH2:11][CH:12]([N:19]1[CH:23]=[N:22][CH:21]=[N:20]1)[CH:13]([OH:18])[C:14]([CH3:17])([CH3:15])[CH3:16]. (8) Given the reactants [CH:1]1([C:4]([OH:6])=O)[CH2:3][CH2:2]1.CCN=C=NCCCN(C)C.OC1[C:27]2[N:26]=NN[C:23]=2[CH:22]=[CH:21]C=1.C(N(CC)CC)C.C1(CN)CC1, predict the reaction product. The product is: [CH:23]1([CH2:27][NH:26][C:4]([CH:1]2[CH2:3][CH2:2]2)=[O:6])[CH2:21][CH2:22]1.